From a dataset of Forward reaction prediction with 1.9M reactions from USPTO patents (1976-2016). Predict the product of the given reaction. (1) Given the reactants C([O-])([O-])=O.[Na+].[Na+].Br[C:8]1[N:9]=[C:10]([C:29]2[O:30][C:31]([C:34]3[CH:39]=[CH:38][C:37]([CH2:40][Br:41])=[CH:36][C:35]=3[CH3:42])=[N:32][N:33]=2)[C:11]([N:14]([C:22]([O:24][C:25]([CH3:28])([CH3:27])[CH3:26])=[O:23])[C:15](=[O:21])[O:16][C:17]([CH3:20])([CH3:19])[CH3:18])=[N:12][CH:13]=1.[CH:43]([N:46]1[CH:51]=[C:50](B2OC(C)(C)C(C)(C)O2)[CH:49]=[CH:48][C:47]1=[O:61])([CH3:45])[CH3:44], predict the reaction product. The product is: [Br:41][CH2:40][C:37]1[CH:38]=[CH:39][C:34]([C:31]2[O:30][C:29]([C:10]3[C:11]([N:14]([C:15]([O:16][C:17]([CH3:20])([CH3:18])[CH3:19])=[O:21])[C:22](=[O:23])[O:24][C:25]([CH3:28])([CH3:26])[CH3:27])=[N:12][CH:13]=[C:8]([C:50]4[CH:49]=[CH:48][C:47](=[O:61])[N:46]([CH:43]([CH3:45])[CH3:44])[CH:51]=4)[N:9]=3)=[N:33][N:32]=2)=[C:35]([CH3:42])[CH:36]=1. (2) The product is: [Cl:1][C:2]1[C:10]([C:11]2[C:12]([CH3:18])=[N:13][N:14]([CH3:17])[C:15]=2[CH3:16])=[C:9]2[C:5]([C:6]([CH2:20][CH2:21][CH2:22][O:23][C:24]3[CH:25]=[C:26]([CH3:32])[C:27]([Cl:31])=[C:28]([CH3:30])[CH:29]=3)=[C:7]([CH3:19])[N:8]2[CH2:40][C:41]2[CH:42]=[C:43]([CH:48]=[CH:49][CH:50]=2)[C:44]([OH:46])=[O:45])=[CH:4][CH:3]=1. Given the reactants [Cl:1][C:2]1[C:10]([C:11]2[C:12]([CH3:18])=[N:13][N:14]([CH3:17])[C:15]=2[CH3:16])=[C:9]2[C:5]([C:6]([CH2:20][CH2:21][CH2:22][O:23][C:24]3[CH:29]=[C:28]([CH3:30])[C:27]([Cl:31])=[C:26]([CH3:32])[CH:25]=3)=[C:7]([CH3:19])[NH:8]2)=[CH:4][CH:3]=1.C(=O)([O-])[O-].[Cs+].[Cs+].Br[CH2:40][C:41]1[CH:42]=[C:43]([CH:48]=[CH:49][CH:50]=1)[C:44]([O:46]C)=[O:45], predict the reaction product. (3) Given the reactants [Br:1][C:2]1[CH:3]=[C:4]([CH2:8][NH:9][S:10]([CH2:13][CH3:14])(=[O:12])=[O:11])[CH:5]=[N:6][CH:7]=1.C(N(CC)CC)C.[CH2:22]([S:24](Cl)(=[O:26])=[O:25])[CH3:23], predict the reaction product. The product is: [Br:1][C:2]1[CH:3]=[C:4]([CH2:8][N:9]([S:24]([CH2:22][CH3:23])(=[O:26])=[O:25])[S:10]([CH2:13][CH3:14])(=[O:11])=[O:12])[CH:5]=[N:6][CH:7]=1.